Dataset: Full USPTO retrosynthesis dataset with 1.9M reactions from patents (1976-2016). Task: Predict the reactants needed to synthesize the given product. (1) Given the product [Cl:1][C:2]1[N:7]=[C:6]([O:8][CH:9]([CH3:10])[CH3:27])[C:5]([C:12]([NH:14][CH:15]2[CH:22]3[CH2:23][CH:18]4[CH2:19][C:20]([OH:25])([CH2:24][CH:16]2[CH2:17]4)[CH2:21]3)=[O:13])=[CH:4][N:3]=1, predict the reactants needed to synthesize it. The reactants are: [Cl:1][C:2]1[N:7]=[C:6]([O:8][CH2:9][CH2:10]C)[C:5]([C:12]([NH:14][CH:15]2[CH:22]3[CH2:23][CH:18]4[CH2:19][C:20]([OH:25])([CH2:24][CH:16]2[CH2:17]4)[CH2:21]3)=[O:13])=[CH:4][N:3]=1.Cl[C:27]1N=C(Cl)C(C(NC2C3CC4CC(O)(CC2C4)C3)=O)=CN=1. (2) Given the product [NH2:25][C:11]1([C:14]2[CH:19]=[CH:18][CH:17]=[CH:16][CH:15]=2)[CH2:12][CH2:13][N:8]([C:6]([O:5][C:1]([CH3:4])([CH3:3])[CH3:2])=[O:7])[CH2:9][CH2:10]1, predict the reactants needed to synthesize it. The reactants are: [C:1]([O:5][C:6]([N:8]1[CH2:13][CH2:12][C:11](C(=O)N)([C:14]2[CH:19]=[CH:18][CH:17]=[CH:16][CH:15]=2)[CH2:10][CH2:9]1)=[O:7])([CH3:4])([CH3:3])[CH3:2].C(#[N:25])C.O. (3) Given the product [NH2:2][CH2:3][C:4]([S:6][C:11]1[CH:23]=[CH:22][C:14]([C:15]([O:17][C:18]([CH3:19])([CH3:20])[CH3:21])=[O:16])=[CH:13][CH:12]=1)([CH3:7])[CH3:5], predict the reactants needed to synthesize it. The reactants are: Cl.[NH2:2][CH2:3][C:4]([CH3:7])([SH:6])[CH3:5].[H-].[Na+].F[C:11]1[CH:23]=[CH:22][C:14]([C:15]([O:17][C:18]([CH3:21])([CH3:20])[CH3:19])=[O:16])=[CH:13][CH:12]=1. (4) Given the product [OH:3][N:2]=[C:6]([NH2:23])[CH2:7][CH2:8][CH2:9][CH2:10][CH2:11][CH2:12][CH2:13][CH2:14][CH2:15][CH2:16][CH2:17][CH2:18][CH2:19][CH2:20][CH2:21][CH3:22], predict the reactants needed to synthesize it. The reactants are: Cl.[NH2:2][OH:3].[OH-].[Na+].[C:6](#[N:23])[CH2:7][CH2:8][CH2:9][CH2:10][CH2:11][CH2:12][CH2:13][CH2:14][CH2:15][CH2:16][CH2:17][CH2:18][CH2:19][CH2:20][CH2:21][CH3:22]. (5) Given the product [F:1][C:2]1[CH:3]=[CH:4][C:5]([C:8]2[C:16]([C:20](=[O:22])[CH3:21])=[C:15]3[N:10]([C:11]([S:17][CH3:18])=[N:12][CH:13]=[CH:14]3)[N:9]=2)=[CH:6][CH:7]=1, predict the reactants needed to synthesize it. The reactants are: [F:1][C:2]1[CH:7]=[CH:6][C:5]([C:8]2[CH:16]=[C:15]3[N:10]([C:11]([S:17][CH3:18])=[N:12][CH:13]=[CH:14]3)[N:9]=2)=[CH:4][CH:3]=1.O.[C:20](OC(=O)C)(=[O:22])[CH3:21]. (6) Given the product [CH3:3][NH:2][C:7]1[CH:8]=[CH:9][S:10][C:6]=1[C:5]([NH:17][C@H:18]([C:20]1[CH:29]=[CH:28][C:23]([C:24]([O:26][CH3:27])=[O:25])=[CH:22][CH:21]=1)[CH3:19])=[O:11], predict the reactants needed to synthesize it. The reactants are: C[N:2]1[C:7]2[CH:8]=[CH:9][S:10][C:6]=2[C:5](=[O:11])O[C:3]1=O.C(O)C.Cl.[NH2:17][C@H:18]([C:20]1[CH:29]=[CH:28][C:23]([C:24]([O:26][CH3:27])=[O:25])=[CH:22][CH:21]=1)[CH3:19].C(O)(=O)CC(CC(O)=O)(C(O)=O)O. (7) Given the product [I:12][C:2]1[CH:11]=[CH:10][C:9]2[C:4](=[CH:5][CH:6]=[CH:7][CH:8]=2)[N:3]=1, predict the reactants needed to synthesize it. The reactants are: Cl[C:2]1[CH:11]=[CH:10][C:9]2[C:4](=[CH:5][CH:6]=[CH:7][CH:8]=2)[N:3]=1.[I:12]CC.